From a dataset of Catalyst prediction with 721,799 reactions and 888 catalyst types from USPTO. Predict which catalyst facilitates the given reaction. (1) Reactant: [CH3:1][O:2][C:3](=[O:29])[C@@H:4]([NH:14][C:15]([C:17]1[CH:21]=[C:20]([OH:22])[N:19]([C:23]2[CH:28]=[CH:27][CH:26]=[CH:25][CH:24]=2)[N:18]=1)=[O:16])[CH2:5][CH2:6][C:7]([O:9][C:10]([CH3:13])([CH3:12])[CH3:11])=[O:8].CC(C)([O-])C.[K+].Br[CH2:37][C:38](=[O:43])[C:39]([CH3:42])([CH3:41])[CH3:40]. Product: [CH3:1][O:2][C:3](=[O:29])[C@@H:4]([NH:14][C:15]([C:17]1[CH:21]=[C:20]([O:22][CH2:37][C:38](=[O:43])[C:39]([CH3:42])([CH3:41])[CH3:40])[N:19]([C:23]2[CH:24]=[CH:25][CH:26]=[CH:27][CH:28]=2)[N:18]=1)=[O:16])[CH2:5][CH2:6][C:7]([O:9][C:10]([CH3:13])([CH3:12])[CH3:11])=[O:8]. The catalyst class is: 3. (2) Reactant: [NH2:1][C:2]1[S:6][N:5]=[C:4]([CH3:7])[C:3]=1[C:8]([NH:10][C:11]1[CH:16]=[CH:15][CH:14]=[CH:13][C:12]=1[CH2:17][CH3:18])=[O:9].Cl[C:20]1[CH:25]=[N:24][CH:23]=[CH:22][N:21]=1.C(=O)([O-])[O-].[Cs+].[Cs+].CC1(C)C2C(=C(P(C3C=CC=CC=3)C3C=CC=CC=3)C=CC=2)OC2C(P(C3C=CC=CC=3)C3C=CC=CC=3)=CC=CC1=2. Product: [CH2:17]([C:12]1[CH:13]=[CH:14][CH:15]=[CH:16][C:11]=1[NH:10][C:8]([C:3]1[C:4]([CH3:7])=[N:5][S:6][C:2]=1[NH:1][C:20]1[CH:25]=[N:24][CH:23]=[CH:22][N:21]=1)=[O:9])[CH3:18]. The catalyst class is: 160. (3) Product: [Cl:1][C:2]1[CH:10]=[C:9]([Cl:11])[CH:8]=[CH:7][C:3]=1[C:4]([Cl:20])=[O:5]. Reactant: [Cl:1][C:2]1[CH:10]=[C:9]([Cl:11])[CH:8]=[CH:7][C:3]=1[C:4](O)=[O:5].CN(C)C=O.C(Cl)(=O)C([Cl:20])=O. The catalyst class is: 4. (4) Reactant: [CH:1](=[O:8])[C:2]1[CH:7]=[CH:6][CH:5]=[CH:4][CH:3]=1.[C:9]1([Mg]Br)[CH:14]=[CH:13][CH:12]=[CH:11][CH:10]=1.Cl. Product: [C:2]1([CH:1]([C:9]2[CH:14]=[CH:13][CH:12]=[CH:11][CH:10]=2)[OH:8])[CH:7]=[CH:6][CH:5]=[CH:4][CH:3]=1. The catalyst class is: 28. (5) Reactant: Br[C:2]1[CH:7]=[CH:6][C:5]([C:8]2[CH2:12][C:11]([C:17]3[CH:22]=[C:21]([Cl:23])[CH:20]=[C:19]([Cl:24])[CH:18]=3)([C:13]([F:16])([F:15])[F:14])[O:10][N:9]=2)=[CH:4][C:3]=1[CH3:25].CC1(C)C2C(=C(P(C3C=CC=CC=3)C3C=CC=CC=3)C=CC=2)[O:47][C:29]2C(P(C3C=CC=CC=3)C3C=CC=CC=3)=CC=CC1=2.CN(C)CCN(C)C. Product: [Cl:24][C:19]1[CH:18]=[C:17]([C:11]2([C:13]([F:16])([F:15])[F:14])[O:10][N:9]=[C:8]([C:5]3[CH:6]=[CH:7][C:2]([CH:29]=[O:47])=[C:3]([CH3:25])[CH:4]=3)[CH2:12]2)[CH:22]=[C:21]([Cl:23])[CH:20]=1. The catalyst class is: 3. (6) Reactant: C(N(CC)CC)C.[Si:8](Cl)([C:11]([CH3:14])([CH3:13])[CH3:12])([CH3:10])[CH3:9].CN(C1C=CC=CN=1)C.[CH2:25]([C:27]([C:46]1[CH:51]=[CH:50][C:49](/[CH:52]=[CH:53]/[C:54]([C:60]([F:63])([F:62])[F:61])([OH:59])[C:55]([F:58])([F:57])[F:56])=[C:48]([CH3:64])[CH:47]=1)([C:30]1[CH:35]=[CH:34][C:33]([B:36]2[O:40][C:39]([CH3:42])([CH3:41])[C:38]([CH3:44])([CH3:43])[O:37]2)=[C:32]([CH3:45])[CH:31]=1)[CH2:28][CH3:29])[CH3:26]. Product: [C:11]([Si:8]([CH3:10])([CH3:9])[O:59][C:54]([C:60]([F:63])([F:62])[F:61])([C:55]([F:56])([F:57])[F:58])/[CH:53]=[CH:52]/[C:49]1[CH:50]=[CH:51][C:46]([C:27]([C:30]2[CH:35]=[CH:34][C:33]([B:36]3[O:40][C:39]([CH3:41])([CH3:42])[C:38]([CH3:44])([CH3:43])[O:37]3)=[C:32]([CH3:45])[CH:31]=2)([CH2:25][CH3:26])[CH2:28][CH3:29])=[CH:47][C:48]=1[CH3:64])([CH3:14])([CH3:13])[CH3:12]. The catalyst class is: 35.